Task: Predict the reaction yield, written as a fraction of the theoretical maximum amount of product (1.0 means a 100% yield; for example, 0.34 means a 34% yield).. Dataset: Reaction yield outcomes from USPTO patents with 853,638 reactions (1) The product is [C:1]([NH:5][C:6]1[CH:11]=[CH:10][C:9]([NH:12][C:13]([CH:15]2[CH2:20][CH:19]([NH:21][C:22]3[N:27]=[C:26]([C:28]4[C:36]5[C:31](=[CH:32][CH:33]=[CH:34][CH:35]=5)[NH:30][CH:29]=4)[C:25]([Cl:37])=[CH:24][N:23]=3)[CH2:18][NH:17][CH2:16]2)=[O:14])=[CH:8][CH:7]=1)(=[O:4])[CH:2]=[CH2:3]. The catalyst is C(O)(C(F)(F)F)=O.C(Cl)Cl. The reactants are [C:1]([NH:5][C:6]1[CH:11]=[CH:10][C:9]([NH:12][C:13]([CH:15]2[CH2:20][CH:19]([NH:21][C:22]3[N:27]=[C:26]([C:28]4[C:36]5[C:31](=[CH:32][CH:33]=[CH:34][CH:35]=5)[NH:30][CH:29]=4)[C:25]([Cl:37])=[CH:24][N:23]=3)[CH2:18][N:17](C(OC(C)(C)C)=O)[CH2:16]2)=[O:14])=[CH:8][CH:7]=1)(=[O:4])[CH:2]=[CH2:3].Cl. The yield is 0.459. (2) The reactants are [CH3:1][O:2][CH2:3][CH2:4]Cl.[OH:6][C:7]1[C:14]([OH:15])=[CH:13][CH:12]=[CH:11][C:8]=1[CH:9]=[O:10].[I-].[K+].C(=O)([O-])[O-].[K+].[K+]. The catalyst is CN(C=O)C. The product is [OH:15][C:14]1[C:7]([O:6][CH2:4][CH2:3][O:2][CH3:1])=[C:8]([CH:11]=[CH:12][CH:13]=1)[CH:9]=[O:10]. The yield is 0.310. (3) The reactants are [NH2:1][C:2]1[N:11]=[CH:10][C:9]2[C:8](SC)=[N:7][CH:6]=[N:5][C:4]=2[CH:3]=1.[CH3:14][O:15][C:16]1[CH:22]=[CH:21][C:19]([NH2:20])=[CH:18][CH:17]=1. The catalyst is C(O)C. The product is [NH2:1][C:2]1[N:11]=[CH:10][C:9]2[C:8]([NH:20][C:19]3[CH:21]=[CH:22][C:16]([O:15][CH3:14])=[CH:17][CH:18]=3)=[N:7][CH:6]=[N:5][C:4]=2[CH:3]=1. The yield is 0.250. (4) The reactants are Cl[C:2]1[N:7]=[CH:6][N:5]=[C:4]([C:8]([O:10][CH2:11][CH3:12])=[O:9])[C:3]=1[CH3:13].[CH3:14][C@@H:15]1[NH:20][CH2:19][CH2:18][N:17]([C:21]2[N:26]=[CH:25][CH:24]=[CH:23][N:22]=2)[CH2:16]1.C(N(CC)C(C)C)(C)C. The catalyst is CN(C)C(=O)C.O. The product is [CH3:13][C:3]1[C:4]([C:8]([O:10][CH2:11][CH3:12])=[O:9])=[N:5][CH:6]=[N:7][C:2]=1[N:20]1[CH2:19][CH2:18][N:17]([C:21]2[N:22]=[CH:23][CH:24]=[CH:25][N:26]=2)[CH2:16][C@@H:15]1[CH3:14]. The yield is 0.720. (5) The reactants are [Cl:1][C:2]1[CH:28]=[CH:27][C:5]2[C:6](=[O:26])[N:7]=[C:8]([C:10]3[N:15]=[C:14]([CH2:16][CH2:17][C:18]([O:20]C(C)(C)C)=[O:19])[CH:13]=[C:12]([CH3:25])[CH:11]=3)[S:9][C:4]=2[CH:3]=1. The catalyst is FC(F)(F)C(O)=O. The product is [Cl:1][C:2]1[CH:28]=[CH:27][C:5]2[C:6](=[O:26])[N:7]=[C:8]([C:10]3[N:15]=[C:14]([CH2:16][CH2:17][C:18]([OH:20])=[O:19])[CH:13]=[C:12]([CH3:25])[CH:11]=3)[S:9][C:4]=2[CH:3]=1. The yield is 0.740. (6) The reactants are Br[C:2]1[CH2:6][CH2:5][C:4](=[O:7])[CH:3]=1.[B:8]1([B:8]2[O:12][C:11]([CH3:14])([CH3:13])[C:10]([CH3:16])([CH3:15])[O:9]2)[O:12][C:11]([CH3:14])([CH3:13])[C:10]([CH3:16])([CH3:15])[O:9]1.C([O-])(=O)C.[K+]. The catalyst is O1CCOCC1.C1C=CC(P(C2C=CC=CC=2)[C-]2C=CC=C2)=CC=1.C1C=CC(P(C2C=CC=CC=2)[C-]2C=CC=C2)=CC=1.Cl[Pd]Cl.[Fe+2]. The product is [CH3:15][C:10]1([CH3:16])[C:11]([CH3:14])([CH3:13])[O:12][B:8]([C:2]2[CH2:6][CH2:5][C:4](=[O:7])[CH:3]=2)[O:9]1. The yield is 0.610. (7) The reactants are [NH2:1][C:2]1[CH:7]=[CH:6][C:5]([NH:8][S:9]([C:12]2[CH:17]=[CH:16][C:15]([CH3:18])=[CH:14][CH:13]=2)(=[O:11])=[O:10])=[CH:4][CH:3]=1.[Si]([N:23]=[N+:24]=[N-])(C)(C)C. The catalyst is CC#N. The product is [N:1]([C:2]1[CH:3]=[CH:4][C:5]([NH:8][S:9]([C:12]2[CH:17]=[CH:16][C:15]([CH3:18])=[CH:14][CH:13]=2)(=[O:11])=[O:10])=[CH:6][CH:7]=1)=[N+:23]=[N-:24]. The yield is 0.930. (8) The reactants are C([Li])CCC.[F:6][C:7]1[CH:12]=[CH:11][C:10]([C:13]2[NH:14][CH:15]=[CH:16][C:17]=2[C:18]2[CH:23]=[CH:22][N:21]=[CH:20][CH:19]=2)=[CH:9][CH:8]=1.O([Si:32]([CH:39]([CH3:41])[CH3:40])([CH:36]([CH3:38])[CH3:37])[CH:33]([CH3:35])[CH3:34])S(C(F)(F)F)(=O)=O. The catalyst is CCCCCC.O1CCCC1. The product is [F:6][C:7]1[CH:8]=[CH:9][C:10]([C:13]2[N:14]([Si:32]([CH:39]([CH3:41])[CH3:40])([CH:36]([CH3:38])[CH3:37])[CH:33]([CH3:35])[CH3:34])[CH:15]=[CH:16][C:17]=2[C:18]2[CH:23]=[CH:22][N:21]=[CH:20][CH:19]=2)=[CH:11][CH:12]=1. The yield is 1.00. (9) The reactants are [CH2:1]([C:9]1[CH:15]=[CH:14][C:12](N)=[CH:11][CH:10]=1)[C:2]1[CH:8]=[CH:7][C:5]([NH2:6])=[CH:4][CH:3]=1.C(OC([O:26][C:27]([CH3:30])([CH3:29])[CH3:28])=O)([O:26][C:27]([CH3:30])([CH3:29])[CH3:28])=O.C([NH:39][C:40]1C=CC=CC=1)NC1C=CC=CC=1.C1C[O:49]CC1. The catalyst is CCOCC. The product is [C:27]([O:26][NH:39][C:40]([C:12]1[CH:14]=[CH:15][C:9]([CH2:1][C:2]2[CH:8]=[CH:7][C:5]([NH2:6])=[CH:4][CH:3]=2)=[CH:10][CH:11]=1)=[O:49])([CH3:28])([CH3:29])[CH3:30]. The yield is 0.460.